From a dataset of Full USPTO retrosynthesis dataset with 1.9M reactions from patents (1976-2016). Predict the reactants needed to synthesize the given product. (1) Given the product [F:2][C:3]1[CH:8]=[CH:7][C:6]([S:9]([N:12]2[CH2:17][CH2:16][N:15]([C:32](=[O:33])[CH2:31][N:22]3[CH:30]=[C:28]([CH3:29])[C:26](=[O:27])[NH:25][C:23]3=[O:24])[CH2:14][C:13]2=[O:18])(=[O:11])=[O:10])=[C:5]([N+:19]([O-:21])=[O:20])[CH:4]=1, predict the reactants needed to synthesize it. The reactants are: Cl.[F:2][C:3]1[CH:8]=[CH:7][C:6]([S:9]([N:12]2[CH2:17][CH2:16][NH:15][CH2:14][C:13]2=[O:18])(=[O:11])=[O:10])=[C:5]([N+:19]([O-:21])=[O:20])[CH:4]=1.[N:22]1([CH2:31][C:32](O)=[O:33])[CH:30]=[C:28]([CH3:29])[C:26](=[O:27])[NH:25][C:23]1=[O:24]. (2) The reactants are: [Br:1][C:2]1[CH:7]=[CH:6][C:5]([S:8][C:9]2[N:14]=[C:13]([CH3:15])[C:12]([CH:16]=[O:17])=[CH:11][CH:10]=2)=[CH:4][C:3]=1[CH3:18].[BH-](OC(C)=O)(OC(C)=O)OC(C)=O.[Na+].C([O-])(O)=O.[Na+]. Given the product [Br:1][C:2]1[CH:7]=[CH:6][C:5]([S:8][C:9]2[N:14]=[C:13]([CH3:15])[C:12]([CH2:16][OH:17])=[CH:11][CH:10]=2)=[CH:4][C:3]=1[CH3:18], predict the reactants needed to synthesize it.